The task is: Predict the reaction yield, written as a fraction of the theoretical maximum amount of product (1.0 means a 100% yield; for example, 0.34 means a 34% yield).. This data is from Reaction yield outcomes from USPTO patents with 853,638 reactions. (1) The reactants are [CH2:1]([C:3]1[CH:4]=[CH:5][C:6]([CH:9]=[CH2:10])=[N:7][CH:8]=1)[CH3:2].BrN1C(=[O:17])CCC1=O.[OH-].[Na+].[OH:21][C:22]1[CH:29]=[CH:28][C:25]([CH:26]=[O:27])=[CH:24][CH:23]=1. The catalyst is C1(C)C=CC=CC=1.O.C(O)(C)(C)C. The product is [CH2:1]([C:3]1[CH:4]=[CH:5][C:6]([CH:9]([OH:17])[CH2:10][O:21][C:22]2[CH:29]=[CH:28][C:25]([CH:26]=[O:27])=[CH:24][CH:23]=2)=[N:7][CH:8]=1)[CH3:2]. The yield is 0.830. (2) The reactants are Cl[C:2]1[N:6]([CH3:7])[C:5]2[C:8]([N:12]3[C:16]([CH2:17][CH3:18])=[CH:15][C:14]([CH2:19][CH3:20])=[N:13]3)=[CH:9][CH:10]=[CH:11][C:4]=2[N:3]=1.[Br:21][C:22]1[CH:28]=[C:27]([CH3:29])[C:25]([NH2:26])=[C:24]([O:30][CH3:31])[CH:23]=1.CN1CCCC1=O.C(=O)([O-])O.[Na+]. The catalyst is C(OCC)(=O)C. The product is [Br:21][C:22]1[CH:28]=[C:27]([CH3:29])[C:25]([NH:26][C:2]2[N:6]([CH3:7])[C:5]3[C:8]([N:12]4[C:16]([CH2:17][CH3:18])=[CH:15][C:14]([CH2:19][CH3:20])=[N:13]4)=[CH:9][CH:10]=[CH:11][C:4]=3[N:3]=2)=[C:24]([O:30][CH3:31])[CH:23]=1. The yield is 0.830. (3) The reactants are [F:1][C:2]1[CH:7]=[CH:6][C:5]([C@H:8]([CH2:12][C:13]([N:15]2[CH2:20][CH2:19][O:18][CH2:17][CH2:16]2)=[O:14])[C:9]([OH:11])=O)=[CH:4][CH:3]=1.[NH2:21][C@@H:22]([CH:25]([CH3:27])[CH3:26])[CH2:23][OH:24].CN(C(ON1N=NC2C=CC=NC1=2)=[N+](C)C)C.F[P-](F)(F)(F)(F)F.C(N(C(C)C)CC)(C)C. The catalyst is C(Cl)Cl.CCCCCC.CCOC(C)=O. The product is [F:1][C:2]1[CH:3]=[CH:4][C:5]([C@H:8]([CH2:12][C:13]([N:15]2[CH2:20][CH2:19][O:18][CH2:17][CH2:16]2)=[O:14])[C:9]([NH:21][C@H:22]([CH2:23][OH:24])[CH:25]([CH3:27])[CH3:26])=[O:11])=[CH:6][CH:7]=1. The yield is 0.410.